Task: Predict the reactants needed to synthesize the given product.. Dataset: Retrosynthesis with 50K atom-mapped reactions and 10 reaction types from USPTO Given the product Cc1nn(C(C)c2cc(Cl)c(C#N)c3c2OCCN(C2CN(CCO)C2)C3)c2ncnc(N)c12, predict the reactants needed to synthesize it. The reactants are: Cc1nn(C(C)c2cc(Cl)c(C#N)c3c2OCCN(C2CNC2)C3)c2ncnc(N)c12.OCCBr.